Dataset: Peptide-MHC class I binding affinity with 185,985 pairs from IEDB/IMGT. Task: Regression. Given a peptide amino acid sequence and an MHC pseudo amino acid sequence, predict their binding affinity value. This is MHC class I binding data. (1) The peptide sequence is RASHFRKLF. The MHC is HLA-A02:01 with pseudo-sequence HLA-A02:01. The binding affinity (normalized) is 0.0847. (2) The peptide sequence is KELNIGRTF. The MHC is HLA-B39:01 with pseudo-sequence HLA-B39:01. The binding affinity (normalized) is 0.0847.